From a dataset of Forward reaction prediction with 1.9M reactions from USPTO patents (1976-2016). Predict the product of the given reaction. (1) Given the reactants [NH2-].[Na+].[CH3:3][C:4]([CH3:9])([CH3:8])[C:5](=[O:7])[CH3:6].[CH3:10][O:11][CH:12]([CH3:17])[C:13](OC)=[O:14].O, predict the reaction product. The product is: [CH3:10][O:11][CH:12]([C:13](=[O:14])[CH2:6][C:5](=[O:7])[C:4]([CH3:9])([CH3:8])[CH3:3])[CH3:17]. (2) Given the reactants [Br:1][C:2]1[CH:7]=[CH:6][C:5]([OH:8])=[C:4]([N:9]([CH3:11])[CH3:10])[CH:3]=1.C(N(C(C)C)C(C)C)C.Cl[CH2:22][O:23][CH3:24].O, predict the reaction product. The product is: [Br:1][C:2]1[CH:7]=[CH:6][C:5]([O:8][CH2:22][O:23][CH3:24])=[C:4]([N:9]([CH3:11])[CH3:10])[CH:3]=1. (3) Given the reactants [F:1][C:2]1[C:7]([NH:8][C:9](=O)[C:10]2[CH:15]=[C:14]([C:16]3[CH:21]=[CH:20][CH:19]=[C:18]([F:22])[CH:17]=3)[CH:13]=[C:12]([CH3:23])[C:11]=2[O:24][CH3:25])=[C:6]([CH3:27])[C:5]([OH:28])=[CH:4][CH:3]=1.O, predict the reaction product. The product is: [F:1][C:2]1[CH:3]=[CH:4][C:5]([OH:28])=[C:6]([CH3:27])[C:7]=1[NH:8][CH2:9][C:10]1[CH:15]=[C:14]([C:16]2[CH:21]=[CH:20][CH:19]=[C:18]([F:22])[CH:17]=2)[CH:13]=[C:12]([CH3:23])[C:11]=1[O:24][CH3:25]. (4) Given the reactants Br[C:2]1[CH:8]=[CH:7][C:5]([NH2:6])=[CH:4][CH:3]=1.[C:9]([C:11]1[CH:12]=[C:13](B(O)O)[CH:14]=[CH:15][CH:16]=1)#[N:10].C([O-])([O-])=O.[Na+].[Na+], predict the reaction product. The product is: [NH2:6][C:5]1[CH:7]=[CH:8][C:2]([C:15]2[CH:14]=[CH:13][CH:12]=[C:11]([C:9]#[N:10])[CH:16]=2)=[CH:3][CH:4]=1. (5) Given the reactants [NH2:1][S:2]([C:5]1[CH:6]=[C:7]([NH:11][C:12]2[N:17]=[C:16]([NH:18][C:19]3[CH:24]=[CH:23][C:22]([CH2:25][C:26]4[CH:31]=[CH:30][N:29]=[CH:28][CH:27]=4)=[CH:21][CH:20]=3)[C:15]([F:32])=[CH:14][N:13]=2)[CH:8]=[CH:9][CH:10]=1)(=[O:4])=[O:3].[OH:33]O, predict the reaction product. The product is: [NH2:1][S:2]([C:5]1[CH:6]=[C:7]([NH:11][C:12]2[N:17]=[C:16]([NH:18][C:19]3[CH:20]=[CH:21][C:22]([CH2:25][C:26]4[CH:31]=[CH:30][N+:29]([O-:33])=[CH:28][CH:27]=4)=[CH:23][CH:24]=3)[C:15]([F:32])=[CH:14][N:13]=2)[CH:8]=[CH:9][CH:10]=1)(=[O:4])=[O:3]. (6) Given the reactants [F:1][C:2]1[C:7]([F:8])=[C:6]([N:9]2[CH2:14][CH2:13][O:12][CH2:11][CH2:10]2)[CH:5]=[CH:4][C:3]=1[N:15]1[CH:20]=[C:19]([O:21][CH3:22])[C:18](=[O:23])[C:17]([C:24]([O:26]C)=[O:25])=[N:16]1.[OH-].[Na+].Cl, predict the reaction product. The product is: [F:1][C:2]1[C:7]([F:8])=[C:6]([N:9]2[CH2:10][CH2:11][O:12][CH2:13][CH2:14]2)[CH:5]=[CH:4][C:3]=1[N:15]1[CH:20]=[C:19]([O:21][CH3:22])[C:18](=[O:23])[C:17]([C:24]([OH:26])=[O:25])=[N:16]1.